From a dataset of Reaction yield outcomes from USPTO patents with 853,638 reactions. Predict the reaction yield, written as a fraction of the theoretical maximum amount of product (1.0 means a 100% yield; for example, 0.34 means a 34% yield). (1) The reactants are [NH2:1][C:2]1[CH:10]=[C:9]([F:11])[CH:8]=[CH:7][C:3]=1[C:4]([OH:6])=[O:5].S(Cl)(Cl)=O.[CH2:16](O)[CH3:17]. No catalyst specified. The product is [NH2:1][C:2]1[CH:10]=[C:9]([F:11])[CH:8]=[CH:7][C:3]=1[C:4]([O:6][CH2:16][CH3:17])=[O:5]. The yield is 0.940. (2) The reactants are [I:1][C:2]1[C:3]([CH3:12])=[CH:4][C:5]([CH3:11])=[C:6]([CH:10]=1)[C:7]([OH:9])=[O:8].S(Cl)(Cl)=O.[CH3:17]O. No catalyst specified. The product is [CH3:17][O:8][C:7](=[O:9])[C:6]1[CH:10]=[C:2]([I:1])[C:3]([CH3:12])=[CH:4][C:5]=1[CH3:11]. The yield is 0.970. (3) The reactants are [CH3:1][O:2][C:3]([C:5]1[C:9]([CH3:10])=[C:8]([C:11]2[CH:16]=[CH:15][C:14]([O:17][Si:18]([C:21]([CH3:24])([CH3:23])[CH3:22])([CH3:20])[CH3:19])=[CH:13][CH:12]=2)[N:7]([C:25]2[CH:30]=[CH:29][C:28]([Cl:31])=[CH:27][C:26]=2[Cl:32])[N:6]=1)=[O:4].[Br:33]N1C(=O)CCC1=O.CC(N=NC(C#N)(C)C)(C#N)C.O. The catalyst is ClCCCl. The product is [CH3:1][O:2][C:3]([C:5]1[C:9]([CH2:10][Br:33])=[C:8]([C:11]2[CH:12]=[CH:13][C:14]([O:17][Si:18]([C:21]([CH3:24])([CH3:23])[CH3:22])([CH3:19])[CH3:20])=[CH:15][CH:16]=2)[N:7]([C:25]2[CH:30]=[CH:29][C:28]([Cl:31])=[CH:27][C:26]=2[Cl:32])[N:6]=1)=[O:4]. The yield is 0.960. (4) The reactants are [I:1][C:2]1[CH:3]=[C:4]([CH:8]=[CH:9][C:10]=1[CH3:11])[C:5](O)=[O:6].C(Cl)(=O)C(Cl)=O.C(O[AlH-](OC(C)(C)C)OC(C)(C)C)(C)(C)C.[Li+].[C@H](O)(C([O-])=O)[C@@H](O)C([O-])=O.[Na+].[K+]. The catalyst is C(Cl)Cl.C1COCC1.CN(C=O)C.C1COCC1. The product is [I:1][C:2]1[CH:3]=[C:4]([CH:8]=[CH:9][C:10]=1[CH3:11])[CH:5]=[O:6]. The yield is 0.180. (5) The reactants are Br[C:2]1[N:7]=[N:6][C:5]([NH2:8])=[N:4][C:3]=1[C:9]1[CH:14]=[CH:13][CH:12]=[CH:11][CH:10]=1.[F:15][C:16]([F:26])([F:25])[O:17][C:18]1[CH:19]=[C:20]([OH:24])[CH:21]=[CH:22][CH:23]=1. No catalyst specified. The product is [C:9]1([C:3]2[N:4]=[C:5]([NH2:8])[N:6]=[N:7][C:2]=2[O:24][C:20]2[CH:21]=[CH:22][CH:23]=[C:18]([O:17][C:16]([F:15])([F:25])[F:26])[CH:19]=2)[CH:14]=[CH:13][CH:12]=[CH:11][CH:10]=1. The yield is 0.0300. (6) The reactants are [Cl:1][C:2]1[C:11]2[C:6](=[CH:7][CH:8]=[CH:9][C:10]=2[O:12][CH:13]2[CH2:18][CH2:17][N:16]([CH3:19])[CH2:15][CH2:14]2)[N:5]=[CH:4][N:3]=1.[NH2:20][C:21]1[CH:22]=[C:23]2[C:27](=[CH:28][CH:29]=1)[N:26]([CH2:30][C:31]1[CH:36]=[CH:35][CH:34]=[CH:33][CH:32]=1)[CH:25]=[CH:24]2.Cl. The catalyst is CC(O)C.CCOCC. The product is [ClH:1].[CH2:30]([N:26]1[C:27]2[C:23](=[CH:22][C:21]([NH:20][C:2]3[C:11]4[C:6](=[CH:7][CH:8]=[CH:9][C:10]=4[O:12][CH:13]4[CH2:18][CH2:17][N:16]([CH3:19])[CH2:15][CH2:14]4)[N:5]=[CH:4][N:3]=3)=[CH:29][CH:28]=2)[CH:24]=[CH:25]1)[C:31]1[CH:32]=[CH:33][CH:34]=[CH:35][CH:36]=1. The yield is 0.460. (7) The reactants are C1(C)C=CC=CC=1.[CH3:8][C:9]([OH:48])([C:11]1[CH:12]=[CH:13][CH:14]=[CH:15][C:16]=1[CH2:17][CH2:18][C@@H:19]([S:39][CH2:40][C:41]1([CH2:44][C:45]([OH:47])=[O:46])[CH2:43][CH2:42]1)[C:20]1[CH:21]=[CH:22][CH:23]=[C:24](/[CH:26]=[CH:27]/[C:28]2[CH:29]=[CH:30][C:31]3[CH:32]=[CH:33][C:34]([Cl:38])=[CH:35][C:36]=3[N:37]=2)[CH:25]=1)[CH3:10].[OH-].[Na+:50].CCCCCCC. The catalyst is CO. The product is [CH3:10][C:9]([OH:48])([C:11]1[CH:12]=[CH:13][CH:14]=[CH:15][C:16]=1[CH2:17][CH2:18][C@@H:19]([S:39][CH2:40][C:41]1([CH2:44][C:45]([O-:47])=[O:46])[CH2:42][CH2:43]1)[C:20]1[CH:21]=[CH:22][CH:23]=[C:24](/[CH:26]=[CH:27]/[C:28]2[CH:29]=[CH:30][C:31]3[CH:32]=[CH:33][C:34]([Cl:38])=[CH:35][C:36]=3[N:37]=2)[CH:25]=1)[CH3:8].[Na+:50]. The yield is 1.00. (8) The reactants are [NH:1]1[C:9]2[C:4](=[CH:5][CH:6]=[CH:7][CH:8]=2)[CH:3]=[CH:2]1.Cl.Cl[C:12]1[CH:17]=[CH:16][N:15]=[CH:14][CH:13]=1.CC(C)([O-])C.[Na+].CN1C(=O)CCC1. The catalyst is C(OCC)(=O)C.O. The product is [N:15]1[CH:16]=[CH:17][C:12]([N:1]2[C:9]3[C:4](=[CH:5][CH:6]=[CH:7][CH:8]=3)[CH:3]=[CH:2]2)=[CH:13][CH:14]=1. The yield is 0.860. (9) The reactants are [NH2:1][C:2]1[CH:7]=[C:6]([CH3:8])[CH:5]=[CH:4][C:3]=1[OH:9].[C:10]([O:14][C:15](=O)[O:16]C(C)(C)C)([CH3:13])([CH3:12])[CH3:11].C(=O)(O)[O-].[Na+]. The catalyst is O1CCOCC1.C(OCC)(=O)C. The product is [C:10]([O:14][C:15](=[O:16])[NH:1][C:2]1[CH:7]=[C:6]([CH3:8])[CH:5]=[CH:4][C:3]=1[OH:9])([CH3:13])([CH3:12])[CH3:11]. The yield is 0.950. (10) The reactants are [CH2:1]([N:8]1[CH2:13][CH2:12][CH2:11][C@@H:10]([NH:14][C:15]2[CH:22]=[CH:21][C:18]([CH:19]=O)=[CH:17][N:16]=2)[CH2:9]1)[C:2]1[CH:7]=[CH:6][CH:5]=[CH:4][CH:3]=1.[C:23]([CH:28]=P(C1C=CC=CC=1)(C1C=CC=CC=1)C1C=CC=CC=1)([O:25][CH2:26][CH3:27])=[O:24]. The catalyst is O1CCCC1. The product is [CH2:1]([N:8]1[CH2:13][CH2:12][CH2:11][C@@H:10]([NH:14][C:15]2[N:16]=[CH:17][C:18](/[CH:19]=[CH:28]/[C:23]([O:25][CH2:26][CH3:27])=[O:24])=[CH:21][CH:22]=2)[CH2:9]1)[C:2]1[CH:7]=[CH:6][CH:5]=[CH:4][CH:3]=1. The yield is 0.570.